The task is: Predict which catalyst facilitates the given reaction.. This data is from Catalyst prediction with 721,799 reactions and 888 catalyst types from USPTO. (1) Reactant: C([C:8]([NH2:12])([OH:11])[CH2:9][CH3:10])(OC(C)(C)C)=O.[CH:13]1[CH:14]=[CH:15][C:16]([C:19]2[CH:20]=[CH:21][C:22]([C:25]([CH2:27][CH2:28][C:29]([OH:31])=[O:30])=[O:26])=[CH:23][CH:24]=2)=[CH:17][CH:18]=1.[ClH:32].C(OCC)(=O)C.C(OCC)C. Product: [NH2:12][CH:8]([OH:11])[CH2:9][CH3:10].[CH:13]1[CH:18]=[CH:17][C:16]([C:19]2[CH:20]=[CH:21][C:22]([C:25]([CH2:27][CH2:28][C:29]([OH:31])=[O:30])=[O:26])=[CH:23][CH:24]=2)=[CH:15][CH:14]=1.[ClH:32]. The catalyst class is: 4. (2) Reactant: [NH2:1][C:2]1[S:3][C:4]2([C:19](OC)=[O:20])[CH:6]([C@:7]([C:11]3[CH:16]=[C:15]([Br:17])[CH:14]=[CH:13][C:12]=3[F:18])([CH2:9][F:10])[N:8]=1)[CH2:5]2.[BH4-].[Li+].CO. Product: [NH2:1][C:2]1[S:3][C@:4]2([CH2:19][OH:20])[C@H:6]([C@:7]([C:11]3[CH:16]=[C:15]([Br:17])[CH:14]=[CH:13][C:12]=3[F:18])([CH2:9][F:10])[N:8]=1)[CH2:5]2. The catalyst class is: 1. (3) Reactant: C(Cl)CCl.[O:5]=[C:6]1[NH:12][C:11]2[N:13]=[CH:14][C:15](/[CH:17]=[CH:18]/[C:19]([OH:21])=O)=[CH:16][C:10]=2[NH:9][CH2:8][CH2:7]1.C1C=CC2N(O)N=NC=2C=1.[CH3:32][NH:33][CH2:34][C:35]1[N:36]([CH3:44])[C:37]2[C:42]([CH:43]=1)=[CH:41][CH:40]=[CH:39][CH:38]=2.C(N(C(C)C)C(C)C)C. Product: [CH3:32][N:33]([CH2:34][C:35]1[N:36]([CH3:44])[C:37]2[C:42]([CH:43]=1)=[CH:41][CH:40]=[CH:39][CH:38]=2)[C:19](=[O:21])/[CH:18]=[CH:17]/[C:15]1[CH:14]=[N:13][C:11]2[NH:12][C:6](=[O:5])[CH2:7][CH2:8][NH:9][C:10]=2[CH:16]=1. The catalyst class is: 18. (4) Reactant: [CH3:1][C:2]1[N:6]([CH2:7][CH:8]2[C:13](=[O:14])[C:12]3[C:15]4[C:20]([N:21]([CH3:22])[C:11]=3[CH2:10][CH2:9]2)=[CH:19][CH:18]=[CH:17][CH:16]=4)[CH:5]=[CH:4][N:3]=1.O.O.Cl. Product: [CH3:1][C:2]1[N:6]([CH2:7][CH:8]2[C:13](=[O:14])[C:12]3[C:15]4[CH:16]=[CH:17][CH:18]=[CH:19][C:20]=4[N:21]([CH3:22])[C:11]=3[CH2:10][CH2:9]2)[CH:5]=[CH:4][N:3]=1. The catalyst class is: 40. (5) Reactant: I[C:2]1[C:10]2[C:5](=[CH:6][CH:7]=[C:8]([C:11]([OH:13])=[O:12])[CH:9]=2)[NH:4][N:3]=1.[O:14]1[CH2:19][CH2:18][N:17]([C:20]2[CH:25]=[CH:24][C:23](B(O)O)=[CH:22][CH:21]=2)[CH2:16][CH2:15]1.[O-]P([O-])([O-])=O.[K+].[K+].[K+]. Product: [O:14]1[CH2:19][CH2:18][N:17]([C:20]2[CH:25]=[CH:24][C:23]([C:2]3[C:10]4[C:5](=[CH:6][CH:7]=[C:8]([C:11]([OH:13])=[O:12])[CH:9]=4)[NH:4][N:3]=3)=[CH:22][CH:21]=2)[CH2:16][CH2:15]1. The catalyst class is: 339. (6) Product: [N:17]1[CH:18]=[CH:19][CH:20]=[CH:21][C:16]=1[N:12]1[CH2:13][CH2:14][CH2:15][N:9]([C:7]2[CH:8]=[CH:22][NH:5][C:4](=[S:6])[C:3]=2[C:1]#[N:2])[CH2:10][CH2:11]1. Reactant: [C:1](/[C:3](=[C:7](/[N:9]1[CH2:15][CH2:14][CH2:13][N:12]([C:16]2[CH:21]=[CH:20][CH:19]=[CH:18][N:17]=2)[CH2:11][CH2:10]1)\[CH3:8])/[C:4](=[S:6])[NH2:5])#[N:2].[CH3:22]OC(OC)N(C)C. The catalyst class is: 9. (7) Reactant: ON1C2N=CC=CC=2N=N1.[NH:11]1[CH2:16][CH2:15][O:14][CH2:13][CH2:12]1.[CH:17]1([C:20]2[C:28]3[C:23](=[CH:24][C:25]([C:29](O)=[O:30])=[CH:26][CH:27]=3)[N:22]([C:32]3[N:37]=[CH:36][C:35]([C:38]4[CH:43]=[CH:42][CH:41]=[CH:40][CH:39]=4)=[CH:34][N:33]=3)[N:21]=2)[CH2:19][CH2:18]1. Product: [CH:17]1([C:20]2[C:28]3[C:23](=[CH:24][C:25]([C:29]([N:11]4[CH2:16][CH2:15][O:14][CH2:13][CH2:12]4)=[O:30])=[CH:26][CH:27]=3)[N:22]([C:32]3[N:37]=[CH:36][C:35]([C:38]4[CH:43]=[CH:42][CH:41]=[CH:40][CH:39]=4)=[CH:34][N:33]=3)[N:21]=2)[CH2:18][CH2:19]1. The catalyst class is: 18. (8) Reactant: [CH2:1]([O:3][CH:4]([CH2:9][CH2:10][CH:11]=[CH2:12])[CH:5]([CH3:8])[CH:6]=[O:7])[CH3:2].[OH-:13].[Li+].Cl. Product: [CH2:1]([O:3][C@H:4]([CH2:9][CH2:10][CH:11]=[CH2:12])[C@@H:5]([CH3:8])[C:6]([OH:13])=[O:7])[CH3:2]. The catalyst class is: 7. (9) Reactant: [NH2:1][C:2]1[C:6]2[CH2:7][N:8]([C:11]([O:13][C:14]([CH3:17])([CH3:16])[CH3:15])=[O:12])[CH2:9][CH2:10][C:5]=2[NH:4][N:3]=1.Br[CH2:19][CH2:20][CH2:21][CH2:22]Br.C([O-])([O-])=O.[Cs+].[Cs+]. Product: [C:14]([O:13][C:11]([N:8]1[CH2:9][CH2:10][C:5]2[NH:4][N:3]=[C:2]([N:1]3[CH2:22][CH2:21][CH2:20][CH2:19]3)[C:6]=2[CH2:7]1)=[O:12])([CH3:17])([CH3:16])[CH3:15]. The catalyst class is: 23. (10) Reactant: Cl[C:2]1[CH:7]=[C:6]([O:8][C:9]2[CH:10]=[N:11][C:12]([N+:15]([O-:17])=[O:16])=[CH:13][CH:14]=2)[CH:5]=[CH:4][N:3]=1.[CH3:18][N:19]1[CH:23]=[C:22]([Sn](CCCC)(CCCC)CCCC)[N:21]=[CH:20]1.[F-].[K+].CCOC(C)=O. Product: [CH3:18][N:19]1[CH:23]=[C:22]([C:2]2[CH:7]=[C:6]([O:8][C:9]3[CH:10]=[N:11][C:12]([N+:15]([O-:17])=[O:16])=[CH:13][CH:14]=3)[CH:5]=[CH:4][N:3]=2)[N:21]=[CH:20]1. The catalyst class is: 109.